Dataset: Forward reaction prediction with 1.9M reactions from USPTO patents (1976-2016). Task: Predict the product of the given reaction. (1) Given the reactants [SH:1][C:2]1[N:10]=[CH:9][CH:8]=[CH:7][C:3]=1[C:4]([OH:6])=[O:5].Br[CH2:12][CH2:13][C:14]([F:17])([F:16])[F:15], predict the reaction product. The product is: [F:15][C:14]([F:17])([F:16])[CH2:13][CH2:12][S:1][C:2]1[N:10]=[CH:9][CH:8]=[CH:7][C:3]=1[C:4]([OH:6])=[O:5]. (2) The product is: [Cl:8][C:9]1[CH:18]=[CH:17][C:12]([C:13]2[N:1]=[C:2]3[CH:7]=[N:6][CH:5]=[CH:4][N:3]3[CH:14]=2)=[CH:11][CH:10]=1. Given the reactants [NH2:1][C:2]1[CH:7]=[N:6][CH:5]=[CH:4][N:3]=1.[Cl:8][C:9]1[CH:18]=[CH:17][C:12]([C:13](=O)[CH2:14]Br)=[CH:11][CH:10]=1.[OH-].[Na+], predict the reaction product.